This data is from Reaction yield outcomes from USPTO patents with 853,638 reactions. The task is: Predict the reaction yield, written as a fraction of the theoretical maximum amount of product (1.0 means a 100% yield; for example, 0.34 means a 34% yield). (1) The reactants are [C:1]1([N:7]2[C:11]([C:12]3[CH:17]=[CH:16][CH:15]=[CH:14][CH:13]=3)=[C:10]([C:18](OCC)=[O:19])[CH:9]=[N:8]2)[CH:6]=[CH:5][CH:4]=[CH:3][CH:2]=1.[H-].C([Al+]CC(C)C)C(C)C.Cl. The catalyst is O1CCCC1. The product is [C:1]1([N:7]2[C:11]([C:12]3[CH:17]=[CH:16][CH:15]=[CH:14][CH:13]=3)=[C:10]([CH2:18][OH:19])[CH:9]=[N:8]2)[CH:6]=[CH:5][CH:4]=[CH:3][CH:2]=1. The yield is 0.990. (2) The reactants are Cl.[NH2:2][C:3]1[N:4]=[C:5]2[CH:10]=[CH:9][C:8]([O:11][C:12]3[CH:13]=[CH:14][C:15]([CH3:28])=[C:16]([NH:18][C:19]([C:21]4[N:25]([CH3:26])[N:24]=[C:23]([CH3:27])[CH:22]=4)=[O:20])[CH:17]=3)=[N:7][N:6]2[CH:29]=1.[CH2:30]([N:32]=[C:33]=[O:34])[CH3:31].C(OCC)(=O)C.O1CCCC1.O. The catalyst is N1C=CC=CC=1. The product is [CH2:30]([NH:32][C:33]([NH:2][C:3]1[N:4]=[C:5]2[CH:10]=[CH:9][C:8]([O:11][C:12]3[CH:13]=[CH:14][C:15]([CH3:28])=[C:16]([NH:18][C:19]([C:21]4[N:25]([CH3:26])[N:24]=[C:23]([CH3:27])[CH:22]=4)=[O:20])[CH:17]=3)=[N:7][N:6]2[CH:29]=1)=[O:34])[CH3:31]. The yield is 0.720. (3) The reactants are [CH3:1][C:2]1([CH3:14])[CH2:6][C:5](=[O:7])[CH:4]([C:8]2[N:12]([CH3:13])[N:11]=[CH:10][CH:9]=2)[CH2:3]1.[BH4-].[Na+].O. The catalyst is CO. The product is [CH3:1][C:2]1([CH3:14])[CH2:6][C@H:5]([OH:7])[C@@H:4]([C:8]2[N:12]([CH3:13])[N:11]=[CH:10][CH:9]=2)[CH2:3]1. The yield is 0.520. (4) The reactants are [NH2:1][C:2]1[C:10]([N+:11]([O-:13])=[O:12])=[CH:9][C:5]([C:6](O)=[O:7])=[C:4]([F:14])[CH:3]=1.S(Cl)([Cl:17])=O. The catalyst is ClCCCl. The product is [NH2:1][C:2]1[C:10]([N+:11]([O-:13])=[O:12])=[CH:9][C:5]([C:6]([Cl:17])=[O:7])=[C:4]([F:14])[CH:3]=1. The yield is 0.990. (5) The reactants are [CH2:1]([N:3]([C:12]1[CH:13]=[CH:14][CH:15]=[C:16]2[C:20]=1[NH:19][C:18]([C:21]1[S:22][C:23]([CH2:26][OH:27])=[CH:24][N:25]=1)=[CH:17]2)[S:4]([C:7]1[S:8][CH:9]=[CH:10][CH:11]=1)(=[O:6])=[O:5])[CH3:2].O[C:29]1[CH:38]=[CH:37][C:32]([C:33]([O:35][CH3:36])=[O:34])=[CH:31][CH:30]=1.C(P(C(C)(C)C)C(C)(C)C)(C)(C)C.N(C(N1CCCCC1)=O)=NC(N1CCCCC1)=O. The catalyst is O1CCCC1. The product is [CH2:1]([N:3]([S:4]([C:7]1[S:8][CH:9]=[CH:10][CH:11]=1)(=[O:5])=[O:6])[C:12]1[CH:13]=[CH:14][CH:15]=[C:16]2[C:20]=1[NH:19][C:18]([C:21]1[S:22][C:23]([CH2:26][O:27][C:29]3[CH:38]=[CH:37][C:32]([C:33]([O:35][CH3:36])=[O:34])=[CH:31][CH:30]=3)=[CH:24][N:25]=1)=[CH:17]2)[CH3:2]. The yield is 0.360. (6) The reactants are FC(F)(F)S(O[C:7]1[C:16]2[C:11](=[CH:12][C:13]([O:17][CH3:18])=[CH:14][CH:15]=2)[CH2:10][CH:9]([CH3:19])[CH:8]=1)(=O)=O.[Cl:22][C:23]1[CH:28]=[CH:27][C:26](B(O)O)=[CH:25][CH:24]=1.C([O-])([O-])=O.[K+].[K+]. The catalyst is C1(C)C=CC=CC=1.C(O)C.O.C1C=CC(P(C2C=CC=CC=2)[C-]2C=CC=C2)=CC=1.C1C=CC(P(C2C=CC=CC=2)[C-]2C=CC=C2)=CC=1.Cl[Pd]Cl.[Fe+2]. The product is [Cl:22][C:23]1[CH:28]=[CH:27][C:26]([C:7]2[C:16]3[C:11](=[CH:12][C:13]([O:17][CH3:18])=[CH:14][CH:15]=3)[CH2:10][CH:9]([CH3:19])[CH:8]=2)=[CH:25][CH:24]=1. The yield is 0.880.